Dataset: Full USPTO retrosynthesis dataset with 1.9M reactions from patents (1976-2016). Task: Predict the reactants needed to synthesize the given product. (1) The reactants are: [Br:1][C:2]1[CH:11]=[C:10]2[C:5]([C:6](Cl)=[C:7]([C:12]([NH2:14])=[O:13])[CH:8]=[N:9]2)=[CH:4][CH:3]=1.[NH2:16][C:17]1[CH:18]=[CH:19][C:20]([OH:26])=[C:21]([CH:25]=1)[C:22]([OH:24])=[O:23]. Given the product [NH2:14][C:12]([C:7]1[CH:8]=[N:9][C:10]2[C:5]([C:6]=1[NH:16][C:17]1[CH:18]=[CH:19][C:20]([OH:26])=[C:21]([CH:25]=1)[C:22]([OH:24])=[O:23])=[CH:4][CH:3]=[C:2]([Br:1])[CH:11]=2)=[O:13], predict the reactants needed to synthesize it. (2) Given the product [O:5]1[CH2:10][CH2:9][CH2:8][CH2:7][CH:6]1[O:11][CH2:12][C:13]1[O:17][N:16]=[C:15]([C:18]([OH:20])([C:1]#[CH:2])[CH3:19])[CH:14]=1, predict the reactants needed to synthesize it. The reactants are: [C:1]([Mg]Br)#[CH:2].[O:5]1[CH2:10][CH2:9][CH2:8][CH2:7][CH:6]1[O:11][CH2:12][C:13]1[O:17][N:16]=[C:15]([C:18](=[O:20])[CH3:19])[CH:14]=1. (3) Given the product [Cl:1][C:2]1[C:3]([C:22]2[CH:27]=[CH:26][CH:25]=[C:24]([NH:28][CH2:29][C:30]3[CH:35]=[CH:34][CH:33]=[C:32]([F:36])[CH:31]=3)[N:23]=2)=[CH:4][C:5]([NH:8][CH:9]2[CH2:10][CH2:11][NH:12][CH2:13][CH2:14]2)=[N:6][CH:7]=1, predict the reactants needed to synthesize it. The reactants are: [Cl:1][C:2]1[C:3]([C:22]2[CH:27]=[CH:26][CH:25]=[C:24]([NH:28][CH2:29][C:30]3[CH:35]=[CH:34][CH:33]=[C:32]([F:36])[CH:31]=3)[N:23]=2)=[CH:4][C:5]([NH:8][CH:9]2[CH2:14][CH2:13][N:12](C(OC(C)(C)C)=O)[CH2:11][CH2:10]2)=[N:6][CH:7]=1.Cl.O1CCOCC1. (4) The reactants are: CC([O-])(C)C.[K+].Cl[C:8]1[N:30]=[CH:29][C:28]([Cl:31])=[CH:27][C:9]=1[C:10]([NH:12][C:13](=[NH:26])[CH2:14][O:15][CH2:16][CH2:17][C:18]1[CH:23]=[C:22]([F:24])[CH:21]=[CH:20][C:19]=1[F:25])=[O:11]. Given the product [Cl:31][C:28]1[CH:29]=[N:30][C:8]2[N:26]=[C:13]([CH2:14][O:15][CH2:16][CH2:17][C:18]3[CH:23]=[C:22]([F:24])[CH:21]=[CH:20][C:19]=3[F:25])[NH:12][C:10](=[O:11])[C:9]=2[CH:27]=1, predict the reactants needed to synthesize it.